From a dataset of Peptide-MHC class II binding affinity with 134,281 pairs from IEDB. Regression. Given a peptide amino acid sequence and an MHC pseudo amino acid sequence, predict their binding affinity value. This is MHC class II binding data. (1) The peptide sequence is NKIVRMYSPISI. The MHC is DRB1_0401 with pseudo-sequence DRB1_0401. The binding affinity (normalized) is 0.939. (2) The MHC is DRB3_0101 with pseudo-sequence DRB3_0101. The peptide sequence is LINTIIFLKTNNWHA. The binding affinity (normalized) is 0.207. (3) The MHC is HLA-DQA10201-DQB10202 with pseudo-sequence HLA-DQA10201-DQB10202. The peptide sequence is GGRLAFQEFMIVPSG. The binding affinity (normalized) is 0. (4) The peptide sequence is LLEFAVVLELAILSI. The MHC is DRB1_0802 with pseudo-sequence DRB1_0802. The binding affinity (normalized) is 0.